Dataset: Full USPTO retrosynthesis dataset with 1.9M reactions from patents (1976-2016). Task: Predict the reactants needed to synthesize the given product. (1) Given the product [C:1]1([CH2:7][CH2:8][CH2:9][CH2:10][CH2:11][CH2:12][C:13]([C:15]2[O:16][C:17]([C:20]3[O:24][C:23]([C:25]([OH:27])=[O:26])=[CH:22][CH:21]=3)=[CH:18][N:19]=2)=[O:14])[CH:6]=[CH:5][CH:4]=[CH:3][CH:2]=1, predict the reactants needed to synthesize it. The reactants are: [C:1]1([CH2:7][CH2:8][CH2:9][CH2:10][CH2:11][CH2:12][C:13]([C:15]2[O:16][C:17]([C:20]3[O:24][C:23]([C:25]([O:27]C)=[O:26])=[CH:22][CH:21]=3)=[CH:18][N:19]=2)=[O:14])[CH:6]=[CH:5][CH:4]=[CH:3][CH:2]=1. (2) Given the product [OH:13][CH2:12][C:11]([NH:10][C:7]([CH:1]1[CH2:2][CH2:3][CH2:4][CH2:5][CH2:6]1)=[O:9])([CH3:15])[CH3:14], predict the reactants needed to synthesize it. The reactants are: [CH:1]1([C:7]([OH:9])=O)[CH2:6][CH2:5][CH2:4][CH2:3][CH2:2]1.[NH2:10][C:11]([CH3:15])([CH3:14])[CH2:12][OH:13]. (3) Given the product [C:4]([O:8][C:9]([N:11]1[CH2:22][CH2:21][C:14]2[N:15]=[C:16]([C:19]([O:24][CH3:23])=[O:3])[N:17]=[CH:18][C:13]=2[CH2:12]1)=[O:10])([CH3:7])([CH3:6])[CH3:5], predict the reactants needed to synthesize it. The reactants are: Cl.C[OH:3].[C:4]([O:8][C:9]([N:11]1[CH2:22][CH2:21][C:14]2[N:15]=[C:16]([C:19]#N)[N:17]=[CH:18][C:13]=2[CH2:12]1)=[O:10])([CH3:7])([CH3:6])[CH3:5].[C:23](OC(OC(C)(C)C)=O)(OC(C)(C)C)=[O:24].